From a dataset of Forward reaction prediction with 1.9M reactions from USPTO patents (1976-2016). Predict the product of the given reaction. (1) The product is: [C:23]1([S:29]([C:2]2[CH:3]=[C:4]3[C:8](=[CH:9][CH:10]=2)[N:7]([CH:11]2[CH2:15][CH2:14][N:13]([C:16]([O:18][C:19]([CH3:22])([CH3:21])[CH3:20])=[O:17])[CH2:12]2)[CH2:6][CH2:5]3)(=[O:31])=[O:30])[CH:28]=[CH:27][CH:26]=[CH:25][CH:24]=1. Given the reactants I[C:2]1[CH:3]=[C:4]2[C:8](=[CH:9][CH:10]=1)[N:7]([CH:11]1[CH2:15][CH2:14][N:13]([C:16]([O:18][C:19]([CH3:22])([CH3:21])[CH3:20])=[O:17])[CH2:12]1)[CH2:6][CH2:5]2.[C:23]1([S:29]([O-:31])=[O:30])[CH:28]=[CH:27][CH:26]=[CH:25][CH:24]=1.[Na+], predict the reaction product. (2) Given the reactants Cl.[Br:2][C:3]1[CH:8]=[CH:7][C:6]([C@H:9]2[CH2:14][CH2:13][NH:12][CH2:11][C@H:10]2[CH3:15])=[CH:5][CH:4]=1.[NH2:16][C:17]1[CH:18]=[C:19]([CH:23]=[CH:24][C:25]=1[CH3:26])[C:20](O)=[O:21].C(N(CC)C(C)C)(C)C.F[P-](F)(F)(F)(F)F.N1(OC(N(C)C)=[N+](C)C)C2C=CC=CC=2N=N1, predict the reaction product. The product is: [NH2:16][C:17]1[CH:18]=[C:19]([C:20]([N:12]2[CH2:13][CH2:14][C@H:9]([C:6]3[CH:7]=[CH:8][C:3]([Br:2])=[CH:4][CH:5]=3)[C@H:10]([CH3:15])[CH2:11]2)=[O:21])[CH:23]=[CH:24][C:25]=1[CH3:26]. (3) Given the reactants [CH3:1][O:2][C:3](=[O:22])[CH:4]([C:9]1[C:18]2[C:13](=[CH:14][CH:15]=[C:16]([O:19][CH3:20])[N:17]=2)[N:12]=[CH:11][C:10]=1[Cl:21])C(OC)=O.[Cl-].[Li+].O.C(OCC)(=O)C, predict the reaction product. The product is: [CH3:1][O:2][C:3](=[O:22])[CH2:4][C:9]1[C:18]2[C:13](=[CH:14][CH:15]=[C:16]([O:19][CH3:20])[N:17]=2)[N:12]=[CH:11][C:10]=1[Cl:21]. (4) Given the reactants [NH2:1][C:2]1[C:11]2[C:6](=[CH:7][C:8]([N:12]3[C:20]4[CH2:19][C:18]([CH3:22])([CH3:21])[CH2:17][C:16](=[O:23])[C:15]=4[C:14]([CH3:24])=[CH:13]3)=[CH:9][CH:10]=2)[C:5]([C:25]#[N:26])=[CH:4][N:3]=1.[OH-:27].[Na+].OO.O, predict the reaction product. The product is: [NH2:1][C:2]1[C:11]2[C:6](=[CH:7][C:8]([N:12]3[C:20]4[CH2:19][C:18]([CH3:21])([CH3:22])[CH2:17][C:16](=[O:23])[C:15]=4[C:14]([CH3:24])=[CH:13]3)=[CH:9][CH:10]=2)[C:5]([C:25]([NH2:26])=[O:27])=[CH:4][N:3]=1. (5) Given the reactants C1(C(C2C=CC=CC=2)[N:8]2[CH2:11][CH:10]([N:12]3[CH2:17][CH2:16][N:15]4[C:18](=[O:22])[CH2:19][CH2:20][CH2:21][CH:14]4[CH2:13]3)[CH2:9]2)C=CC=CC=1.C([O-])=O.[NH4+], predict the reaction product. The product is: [NH:8]1[CH2:9][CH:10]([N:12]2[CH2:17][CH2:16][N:15]3[C:18](=[O:22])[CH2:19][CH2:20][CH2:21][CH:14]3[CH2:13]2)[CH2:11]1. (6) The product is: [OH:1][C:2]1[CH:19]=[C:18]([C:20]([N:22]2[CH2:27][CH2:26][CH:25]([C:28]([OH:30])=[O:29])[CH2:24][CH2:23]2)=[O:21])[CH:17]=[C:16]2[C:3]=1[C@@:4]1([CH3:37])[C@H:13]([CH2:14][S:15]2(=[O:33])=[O:32])[C@:12]2([CH3:34])[C@H:7]([C:8]([CH3:36])([CH3:35])[CH2:9][CH2:10][CH2:11]2)[CH2:6][CH2:5]1. Given the reactants [OH:1][C:2]1[CH:19]=[C:18]([C:20]([N:22]2[CH2:27][CH2:26][CH:25]([C:28]([O:30]C)=[O:29])[CH2:24][CH2:23]2)=[O:21])[CH:17]=[C:16]2[C:3]=1[C@@:4]1([CH3:37])[C@H:13]([CH2:14][S:15]2(=[O:33])=[O:32])[C@:12]2([CH3:34])[C@H:7]([C:8]([CH3:36])([CH3:35])[CH2:9][CH2:10][CH2:11]2)[CH2:6][CH2:5]1.O[Li].O, predict the reaction product. (7) Given the reactants [Br:1][C:2]1[NH:6][C:5]([CH:7]=O)=[C:4]([C:9]([O:11]C)=O)[CH:3]=1.O.[NH2:14][NH2:15].CO.C(Cl)Cl, predict the reaction product. The product is: [Br:1][C:2]1[NH:6][C:5]2[CH:7]=[N:14][NH:15][C:9](=[O:11])[C:4]=2[CH:3]=1. (8) Given the reactants [C:1]([C:4]1[NH:20][C:7]2=[CH:8][C:9]3[C:10]([CH3:19])([CH3:18])[C:11](=[O:17])[N:12]([CH2:15][CH3:16])[C:13]=3[CH:14]=[C:6]2[N:5]=1)(=[O:3])[CH3:2].O.C1(C)C=CC(S(O)(=O)=O)=CC=1.[O:33]1[CH:38]=[CH:37][CH2:36][CH2:35][CH2:34]1, predict the reaction product. The product is: [C:1]([C:4]1[N:20]([CH:34]2[CH2:35][CH2:36][CH2:37][CH2:38][O:33]2)[C:7]2=[CH:8][C:9]3[C:10]([CH3:19])([CH3:18])[C:11](=[O:17])[N:12]([CH2:15][CH3:16])[C:13]=3[CH:14]=[C:6]2[N:5]=1)(=[O:3])[CH3:2].